This data is from Peptide-MHC class I binding affinity with 185,985 pairs from IEDB/IMGT. The task is: Regression. Given a peptide amino acid sequence and an MHC pseudo amino acid sequence, predict their binding affinity value. This is MHC class I binding data. (1) The peptide sequence is QPGGSLRLSCA. The MHC is HLA-B53:01 with pseudo-sequence HLA-B53:01. The binding affinity (normalized) is 0.117. (2) The peptide sequence is MQRISGSNI. The MHC is HLA-A02:01 with pseudo-sequence HLA-A02:01. The binding affinity (normalized) is 0.151. (3) The peptide sequence is ILSLETVKM. The MHC is HLA-A02:03 with pseudo-sequence HLA-A02:03. The binding affinity (normalized) is 0.772.